Dataset: Retrosynthesis with 50K atom-mapped reactions and 10 reaction types from USPTO. Task: Predict the reactants needed to synthesize the given product. (1) Given the product COC(=O)CCCCCCC(=O)c1cc(C)ccc1O, predict the reactants needed to synthesize it. The reactants are: COC(=O)CCCCCCC(=O)c1cc(C)ccc1OC. (2) Given the product COC(=O)C(CC(C)C)c1cc(Nc2cc(C(F)(F)F)cc(C(F)(F)F)c2)cc(-c2cc(F)cc(C(F)(F)F)c2)c1, predict the reactants needed to synthesize it. The reactants are: COC(=O)C(CC(C)C)c1cc(OS(=O)(=O)C(F)(F)F)cc(-c2cc(F)cc(C(F)(F)F)c2)c1.Nc1cc(C(F)(F)F)cc(C(F)(F)F)c1. (3) Given the product O=C(CCCl)N1CCCC2(CC3CCC2CC3)C1, predict the reactants needed to synthesize it. The reactants are: C1CNCC2(C1)CC1CCC2CC1.O=C(Cl)CCCl. (4) Given the product CCOC(=O)c1c(-c2ccc(F)cc2)c(-c2ccc(F)cc2)c(C=O)n1C(C)C, predict the reactants needed to synthesize it. The reactants are: CCOC(=O)c1c(-c2ccc(F)cc2)c(-c2ccc(F)cc2)cn1C(C)C.CN(C)C=O. (5) Given the product O=C(Cc1c(Cl)cccc1Cl)Nc1c(Cl)ncnc1Cl, predict the reactants needed to synthesize it. The reactants are: Nc1c(Cl)ncnc1Cl.O=C(Cl)Cc1c(Cl)cccc1Cl. (6) Given the product OC(CBr)C1COc2ccccc2O1, predict the reactants needed to synthesize it. The reactants are: O=C(CBr)C1COc2ccccc2O1. (7) Given the product Cc1nc(NC(=O)c2cc(F)ccc2F)sc1C(=O)NCc1ccccc1, predict the reactants needed to synthesize it. The reactants are: Cc1nc(N)sc1C(=O)NCc1ccccc1.O=C(Cl)c1cc(F)ccc1F.